Predict the product of the given reaction. From a dataset of Forward reaction prediction with 1.9M reactions from USPTO patents (1976-2016). (1) Given the reactants C1CN([P+](ON2N=[N:25][C:20]3[CH:21]=[CH:22][CH:23]=[CH:24][C:19]2=3)(N2CCCC2)N2CCCC2)CC1.F[P-](F)(F)(F)(F)F.[NH2:34][C:35]1[CH:36]=[CH:37][C:38]([F:61])=[C:39]([C@:41]23[CH2:49][C@@H:48]([O:50][CH2:51][CH3:52])[CH2:47][C@H:46]2[CH2:45][S:44][C:43]([NH:53]C(=O)OC(C)(C)C)=[N:42]3)[CH:40]=1.C([N:65]([CH2:69]C)C(C)C)(C)C.C(=O)(O)[O-:72].[Na+], predict the reaction product. The product is: [NH2:53][C:43]1[S:44][CH2:45][C@@H:46]2[CH2:47][C@H:48]([O:50][CH2:51][CH3:52])[CH2:49][C@:41]2([C:39]2[CH:40]=[C:35]([NH:34][C:19]([C:24]3[CH:23]=[CH:22][C:21]([C:20]#[N:25])=[CH:69][N:65]=3)=[O:72])[CH:36]=[CH:37][C:38]=2[F:61])[N:42]=1. (2) Given the reactants [CH3:1][O-].[Na+].[Br:4][C:5]1[CH:19]=[CH:18][C:8]([CH2:9]P(=O)(OCC)OCC)=[CH:7][CH:6]=1.[CH3:20][N:21]([C:23]1[CH:30]=[CH:29][CH:28]=[CH:27][C:24]=1C=O)[CH3:22].O, predict the reaction product. The product is: [Br:4][C:5]1[CH:6]=[CH:7][C:8](/[CH:9]=[CH:1]/[C:28]2[CH:27]=[CH:24][C:23]([N:21]([CH3:20])[CH3:22])=[CH:30][CH:29]=2)=[CH:18][CH:19]=1.